The task is: Binary Classification. Given a drug SMILES string, predict its activity (active/inactive) in a high-throughput screening assay against a specified biological target.. This data is from HIV replication inhibition screening data with 41,000+ compounds from the AIDS Antiviral Screen. The compound is CN(C)C1CCC2(CC1)OCCO2. The result is 0 (inactive).